The task is: Predict which catalyst facilitates the given reaction.. This data is from Catalyst prediction with 721,799 reactions and 888 catalyst types from USPTO. (1) Reactant: Br[C:2]1[C:11]2[C:6](=[CH:7][CH:8]=[CH:9][CH:10]=2)[C:5]([Br:12])=[CH:4][CH:3]=1.C([Li])CCC.CN(C)[CH:20]=[O:21].O. Product: [Br:12][C:5]1[C:6]2[C:11](=[CH:10][CH:9]=[CH:8][CH:7]=2)[C:2]([CH:20]=[O:21])=[CH:3][CH:4]=1. The catalyst class is: 7. (2) Reactant: [Li+].[CH3:2][C:3]1[C:4]([C:24]([O-])=[O:25])=[CH:5][C:6]2[O:10][C:9]([C:17]3[CH:22]=[CH:21][CH:20]=[CH:19][CH:18]=3)([C:11]3[CH:16]=[CH:15][CH:14]=[CH:13][CH:12]=3)[O:8][C:7]=2[CH:23]=1.C[N+](C)=C(N(C)C)O[N:31]1[C:35]2C=[CH:37][CH:38]=[CH:39][C:34]=2N=N1.F[P-](F)(F)(F)(F)F.N1CCCCC1. Product: [CH3:2][C:3]1[C:4]([C:24]([N:31]2[CH2:37][CH2:38][CH2:39][CH2:34][CH2:35]2)=[O:25])=[CH:5][C:6]2[O:10][C:9]([C:11]3[CH:16]=[CH:15][CH:14]=[CH:13][CH:12]=3)([C:17]3[CH:18]=[CH:19][CH:20]=[CH:21][CH:22]=3)[O:8][C:7]=2[CH:23]=1. The catalyst class is: 9. (3) Reactant: Br[C:2]1[C:7]([CH3:8])=[CH:6][CH:5]=[CH:4][C:3]=1[CH2:9][N:10]1[CH2:15][CH2:14][N:13]([C:16]([O:18][C:19]([CH3:22])([CH3:21])[CH3:20])=[O:17])[CH2:12][CH2:11]1.[NH:23]1[CH2:28][CH2:27][CH:26]([NH:29][S:30]([CH3:33])(=[O:32])=[O:31])[CH2:25][CH2:24]1.C1(P(C2C=CC=CC=2)C2C=CC3C(=CC=CC=3)C=2C2C3C(=CC=CC=3)C=CC=2P(C2C=CC=CC=2)C2C=CC=CC=2)C=CC=CC=1.CC(C)([O-])C.[Na+]. Product: [CH3:33][S:30]([NH:29][CH:26]1[CH2:25][CH2:24][N:23]([C:2]2[C:7]([CH3:8])=[CH:6][CH:5]=[CH:4][C:3]=2[CH2:9][N:10]2[CH2:15][CH2:14][N:13]([C:16]([O:18][C:19]([CH3:22])([CH3:21])[CH3:20])=[O:17])[CH2:12][CH2:11]2)[CH2:28][CH2:27]1)(=[O:31])=[O:32]. The catalyst class is: 187. (4) Reactant: CN.[C:3]1(=[O:8])[CH2:7][CH2:6][CH:5]=[CH:4]1.[C:9]1([CH3:19])[CH:14]=[CH:13][CH:12]=[C:11]([S:15](Cl)(=[O:17])=[O:16])[CH:10]=1.[CH2:20]([N:22]([CH2:25][CH3:26])CC)C.Cl. Product: [C:25]([O:8][CH2:3][CH3:7])(=[O:16])[CH3:26].[CH3:12][CH2:11][CH2:10][CH:9]([CH3:19])[CH3:14].[CH3:19][C:9]1[CH:10]=[C:11]([S:15]([N:22]([CH:5]2[CH2:6][CH2:7][C:3](=[O:8])[CH2:4]2)[CH3:20])(=[O:17])=[O:16])[CH:12]=[CH:13][CH:14]=1. The catalyst class is: 112. (5) Reactant: [CH3:1][O:2][CH:3]([O:40][CH3:41])[CH2:4][NH:5][C:6]([CH:8]([CH2:34][CH2:35][C:36]([OH:39])([CH3:38])[CH3:37])[CH2:9][CH:10]([OH:33])[CH:11]([NH:20][C:21]([C:23]1[CH:32]=[N:31][C:30]2[C:25](=[CH:26][CH:27]=[CH:28][CH:29]=2)[N:24]=1)=[O:22])[CH2:12][C:13]1[CH:18]=[CH:17][CH:16]=[C:15]([F:19])[CH:14]=1)=[O:7].CN(C1C=CC=CN=1)C.[C:51](OC(=O)C)(=[O:53])[CH3:52]. Product: [CH3:1][O:2][CH:3]([O:40][CH3:41])[CH2:4][NH:5][C:6]([CH:8]([CH2:34][CH2:35][C:36]([OH:39])([CH3:37])[CH3:38])[CH2:9][CH:10]([O:33][C:51](=[O:53])[CH3:52])[CH:11]([NH:20][C:21]([C:23]1[CH:32]=[N:31][C:30]2[C:25](=[CH:26][CH:27]=[CH:28][CH:29]=2)[N:24]=1)=[O:22])[CH2:12][C:13]1[CH:18]=[CH:17][CH:16]=[C:15]([F:19])[CH:14]=1)=[O:7]. The catalyst class is: 298. (6) Reactant: C([O:3][C:4](=[O:32])/[CH:5]=[C:6](\[CH3:31])/[CH:7]=[CH:8]/[C@@H:9]1[CH2:11][C@@:10]1([C:13]1[CH:14]=[C:15]([C:24]2[CH:29]=[CH:28][CH:27]=[CH:26][C:25]=2[CH3:30])[C:16]2[O:20][CH2:19][C:18]([CH3:22])([CH3:21])[C:17]=2[CH:23]=1)[CH3:12])C.C(O)C.[OH-].[Na+].O. Product: [CH3:21][C:18]1([CH3:22])[C:17]2[CH:23]=[C:13]([C@@:10]3([CH3:12])[CH2:11][C@H:9]3/[CH:8]=[CH:7]/[C:6](/[CH3:31])=[CH:5]/[C:4]([OH:32])=[O:3])[CH:14]=[C:15]([C:24]3[CH:29]=[CH:28][CH:27]=[CH:26][C:25]=3[CH3:30])[C:16]=2[O:20][CH2:19]1. The catalyst class is: 10.